This data is from Reaction yield outcomes from USPTO patents with 853,638 reactions. The task is: Predict the reaction yield, written as a fraction of the theoretical maximum amount of product (1.0 means a 100% yield; for example, 0.34 means a 34% yield). (1) The reactants are [F:1][C:2]1[CH:16]=[CH:15][C:5]([CH2:6][O:7][C:8]2[CH:13]=[CH:12][C:11]([NH2:14])=[CH:10][CH:9]=2)=[CH:4][CH:3]=1.[CH3:17][O:18][C:19](=[O:24])[CH2:20][C:21](Cl)=[O:22]. No catalyst specified. The product is [CH3:17][O:18][C:19](=[O:24])[CH2:20][C:21]([NH:14][C:11]1[CH:12]=[CH:13][C:8]([O:7][CH2:6][C:5]2[CH:15]=[CH:16][C:2]([F:1])=[CH:3][CH:4]=2)=[CH:9][CH:10]=1)=[O:22]. The yield is 0.750. (2) The reactants are [N:1]12[CH2:8][CH2:7][CH:4]([CH2:5][CH2:6]1)[C@@H:3]([O:9][C:10](=[O:19])[CH:11]([NH2:18])[C:12]1[CH:17]=[CH:16][CH:15]=[CH:14][CH:13]=1)[CH2:2]2.[CH3:20][C:21]1[CH:28]=[CH:27][C:24]([CH:25]=O)=[CH:23][CH:22]=1.CC(O)=O.C(O[BH-](OC(=O)C)OC(=O)C)(=O)C.[Na+]. The catalyst is C1COCC1.C1CCCCC1. The product is [N:1]12[CH2:6][CH2:5][CH:4]([CH2:7][CH2:8]1)[C@@H:3]([O:9][C:10](=[O:19])[CH:11]([NH:18][CH2:20][C:21]1[CH:28]=[CH:27][C:24]([CH3:25])=[CH:23][CH:22]=1)[C:12]1[CH:17]=[CH:16][CH:15]=[CH:14][CH:13]=1)[CH2:2]2. The yield is 0.540.